This data is from Full USPTO retrosynthesis dataset with 1.9M reactions from patents (1976-2016). The task is: Predict the reactants needed to synthesize the given product. (1) Given the product [NH2:1][C:2]1[N:7]=[C:6]([NH:12][C@H:13]([C:15]2[N:20]=[C:19]3[CH:21]=[CH:22][N:23]([CH3:24])[C:18]3=[CH:17][C:16]=2[N:25]2[CH2:31][CH2:30][CH2:29][N:28]([C:32]([O:34][C:35]([CH3:36])([CH3:38])[CH3:37])=[O:33])[CH2:27][CH2:26]2)[CH3:14])[C:5]([C:9]#[N:10])=[C:4]([CH3:11])[N:3]=1, predict the reactants needed to synthesize it. The reactants are: [NH2:1][C:2]1[N:7]=[C:6](Cl)[C:5]([C:9]#[N:10])=[C:4]([CH3:11])[N:3]=1.[NH2:12][C@H:13]([C:15]1[N:20]=[C:19]2[CH:21]=[CH:22][N:23]([CH3:24])[C:18]2=[CH:17][C:16]=1[N:25]1[CH2:31][CH2:30][CH2:29][N:28]([C:32]([O:34][C:35]([CH3:38])([CH3:37])[CH3:36])=[O:33])[CH2:27][CH2:26]1)[CH3:14].C(N(CC)CC)C. (2) Given the product [S:36]([OH:39])(=[O:38])(=[O:37])[CH3:35].[CH2:1]([NH:3][C:4]([C:6]1[C:10]([C:11]2[CH:16]=[CH:15][C:14]([CH2:17][N:18]3[CH2:23][CH2:22][O:21][CH2:20][CH2:19]3)=[CH:13][CH:12]=2)=[C:9]([C:24]2[CH:29]=[C:28]([CH:30]([CH3:31])[CH3:32])[C:27]([OH:33])=[CH:26][C:25]=2[OH:34])[O:8][N:7]=1)=[O:5])[CH3:2], predict the reactants needed to synthesize it. The reactants are: [CH2:1]([NH:3][C:4]([C:6]1[C:10]([C:11]2[CH:16]=[CH:15][C:14]([CH2:17][N:18]3[CH2:23][CH2:22][O:21][CH2:20][CH2:19]3)=[CH:13][CH:12]=2)=[C:9]([C:24]2[CH:29]=[C:28]([CH:30]([CH3:32])[CH3:31])[C:27]([OH:33])=[CH:26][C:25]=2[OH:34])[O:8][N:7]=1)=[O:5])[CH3:2].[CH3:35][S:36]([OH:39])(=[O:38])=[O:37]. (3) Given the product [C:1](=[N:14][C:93]1[CH:92]=[C:91]([C@:85]23[CH2:87][CH2:88][O:89][CH2:90][C@H:84]2[S:83][C:82]([NH:74][C:72](=[O:73])[O:71][C:67]([CH3:69])([CH3:68])[CH3:70])=[N:86]3)[CH:96]=[CH:95][CH:94]=1)([C:8]1[CH:9]=[CH:10][CH:11]=[CH:12][CH:13]=1)[C:2]1[CH:7]=[CH:6][CH:5]=[CH:4][CH:3]=1, predict the reactants needed to synthesize it. The reactants are: [C:1](=[NH:14])([C:8]1[CH:13]=[CH:12][CH:11]=[CH:10][CH:9]=1)[C:2]1[CH:7]=[CH:6][CH:5]=[CH:4][CH:3]=1.C1C=CC(P(C2C(C3C(P(C4C=CC=CC=4)C4C=CC=CC=4)=CC=C4C=3C=CC=C4)=C3C(C=CC=C3)=CC=2)C2C=CC=CC=2)=CC=1.CC(C)([O-])C.[Na+].[C:67]([O:71][C:72]([N:74]([C:82]1[S:83][C@@H:84]2[CH2:90][O:89][CH2:88][CH2:87][C@:85]2([C:91]2[CH:96]=[CH:95][CH:94]=[C:93](Br)[CH:92]=2)[N:86]=1)C(OC(C)(C)C)=O)=[O:73])([CH3:70])([CH3:69])[CH3:68]. (4) Given the product [C:28]([C:32]1[CH:33]=[C:34]([CH:35]=[CH:36][CH:37]=1)[O:38][CH2:25][C:24]([NH:23][C:16]1[CH:15]=[CH:14][C:13]([Cl:12])=[CH:22][C:17]=1[C:18]([O:20][CH3:21])=[O:19])=[O:27])([CH3:31])([CH3:29])[CH3:30], predict the reactants needed to synthesize it. The reactants are: C(=O)([O-])[O-].[K+].[K+].CN(C=O)C.[Cl:12][C:13]1[CH:14]=[CH:15][C:16]([NH:23][C:24](=[O:27])[CH2:25]Cl)=[C:17]([CH:22]=1)[C:18]([O:20][CH3:21])=[O:19].[C:28]([C:32]1[CH:33]=[C:34]([OH:38])[CH:35]=[CH:36][CH:37]=1)([CH3:31])([CH3:30])[CH3:29]. (5) Given the product [C:12]1([C@@H:8]([NH:7][S@:5]([C:2]([CH3:1])([CH3:4])[CH3:3])=[O:6])[CH2:9][CH2:10][CH3:11])[CH:17]=[CH:16][CH:15]=[CH:14][CH:13]=1, predict the reactants needed to synthesize it. The reactants are: [CH3:1][C:2]([S@@:5](/[N:7]=[C:8](/[C:12]1[CH:17]=[CH:16][CH:15]=[CH:14][CH:13]=1)\[CH2:9][CH2:10][CH3:11])=[O:6])([CH3:4])[CH3:3].CC(C[AlH]CC(C)C)C.[Li+].C[Si]([N-][Si](C)(C)C)(C)C.